From a dataset of Forward reaction prediction with 1.9M reactions from USPTO patents (1976-2016). Predict the product of the given reaction. (1) Given the reactants [F:1][C:2]1[CH:11]=[CH:10][C:9]([O:12]C)=[C:8]2[C:3]=1[CH2:4][CH2:5][C:6](=[O:14])C2.FC1C=CC(O)=CC=1.ClCCC(Cl)=O.[Cl-].[Cl-].[Cl-].[Al+3], predict the reaction product. The product is: [F:1][C:2]1[CH:11]=[CH:10][C:9]([OH:12])=[C:8]2[C:3]=1[CH2:4][CH2:5][C:6]2=[O:14]. (2) Given the reactants [NH2:1][C:2]1[N:7]=[CH:6][N:5]=[C:4]2[N:8]([CH2:30][C:31]([O:33]C)=O)[N:9]=[C:10]([C:11]3[CH:16]=[CH:15][C:14]([NH:17][S:18]([C:21]4[CH:26]=[CH:25][CH:24]=[C:23]([Cl:27])[C:22]=4[Cl:28])(=[O:20])=[O:19])=[C:13]([F:29])[CH:12]=3)[C:3]=12.[CH3:35][N:36]([CH3:41])[CH2:37][CH2:38][CH2:39][NH2:40], predict the reaction product. The product is: [CH3:35][N:36]([CH3:41])[CH2:37][CH2:38][CH2:39][NH:40][C:31](=[O:33])[CH2:30][N:8]1[C:4]2=[N:5][CH:6]=[N:7][C:2]([NH2:1])=[C:3]2[C:10]([C:11]2[CH:16]=[CH:15][C:14]([NH:17][S:18]([C:21]3[CH:26]=[CH:25][CH:24]=[C:23]([Cl:27])[C:22]=3[Cl:28])(=[O:20])=[O:19])=[C:13]([F:29])[CH:12]=2)=[N:9]1. (3) Given the reactants [CH:1]([O:4][C:5]1[CH:6]=[C:7]([CH:17]=[C:18]([O:20][C:21]2[CH:26]=[CH:25][CH:24]=[CH:23][CH:22]=2)[CH:19]=1)[C:8]([NH:10][C:11]1[S:12][C:13](Br)=[CH:14][N:15]=1)=[O:9])([CH3:3])[CH3:2].[SH:27][CH2:28][C:29]([O:31][CH3:32])=[O:30], predict the reaction product. The product is: [CH3:32][O:31][C:29](=[O:30])[CH2:28][S:27][C:13]1[S:12][C:11]([NH:10][C:8](=[O:9])[C:7]2[CH:17]=[C:18]([O:20][C:21]3[CH:26]=[CH:25][CH:24]=[CH:23][CH:22]=3)[CH:19]=[C:5]([O:4][CH:1]([CH3:3])[CH3:2])[CH:6]=2)=[N:15][CH:14]=1. (4) Given the reactants [F:1][C:2]1[CH:3]=[C:4]([CH2:9][C:10]([NH:12][C@H:13]([C:15]([OH:17])=O)[CH3:14])=[O:11])[CH:5]=[C:6]([F:8])[CH:7]=1.[NH2:18][CH:19]1[C:27]2[C:22](=[CH:23][CH:24]=[CH:25][CH:26]=2)[CH2:21][CH:20]1[OH:28], predict the reaction product. The product is: [F:8][C:6]1[CH:5]=[C:4]([CH2:9][C:10]([NH:12][C@H:13]([C:15]([C:19]2([NH2:18])[C:27]3[C:22](=[CH:23][CH:24]=[CH:25][CH:26]=3)[CH2:21][CH:20]2[OH:28])=[O:17])[CH3:14])=[O:11])[CH:3]=[C:2]([F:1])[CH:7]=1. (5) Given the reactants I[C:2]1[C:18]([O:19][CH2:20][C@@H:21]([NH:26][C:27](=[O:33])[O:28][C:29]([CH3:32])([CH3:31])[CH3:30])[CH2:22][CH:23]([CH3:25])[CH3:24])=[CH:17][C:5]2[N:6]([CH3:16])[C:7](=[O:15])[C:8]3[C:13]([C:4]=2[CH:3]=1)=[CH:12][CH:11]=[N:10][C:9]=3[CH3:14].N1CCC[C@H]1C(O)=O.[CH3:42][S:43]([OH:45])=[O:44].[Na].[OH-].[Na+], predict the reaction product. The product is: [CH3:14][C:9]1[N:10]=[CH:11][CH:12]=[C:13]2[C:8]=1[C:7](=[O:15])[N:6]([CH3:16])[C:5]1[CH:17]=[C:18]([O:19][CH2:20][C@@H:21]([NH:26][C:27](=[O:33])[O:28][C:29]([CH3:31])([CH3:30])[CH3:32])[CH2:22][CH:23]([CH3:24])[CH3:25])[C:2]([S:43]([CH3:42])(=[O:45])=[O:44])=[CH:3][C:4]2=1. (6) Given the reactants C([O:5][C:6](=[O:54])[C:7]([O:10]/[N:11]=[C:12](/[C:41]1[N:42]=[C:43]([NH:46]C(OC(C)(C)C)=O)[S:44][CH:45]=1)\[C:13]([NH:15][C@@H:16]1[C:19](=[O:20])[N:18]([S:21]([OH:24])(=[O:23])=[O:22])[C@@H:17]1[CH2:25][N:26]1[CH:30]=[C:29]([CH2:31][CH2:32][NH:33]C(OC(C)(C)C)=O)[N:28]=[N:27]1)=[O:14])([CH3:9])[CH3:8])(C)(C)C.C(O)(C(F)(F)F)=O.C(Cl)Cl.C([SiH](CC)CC)C, predict the reaction product. The product is: [NH2:33][CH2:32][CH2:31][C:29]1[N:28]=[N:27][N:26]([CH2:25][C@@H:17]2[C@H:16]([NH:15][C:13](=[O:14])/[C:12](=[N:11]\[O:10][C:7]([CH3:9])([CH3:8])[C:6]([OH:54])=[O:5])/[C:41]3[N:42]=[C:43]([NH2:46])[S:44][CH:45]=3)[C:19](=[O:20])[N:18]2[S:21]([OH:24])(=[O:22])=[O:23])[CH:30]=1.